Dataset: Full USPTO retrosynthesis dataset with 1.9M reactions from patents (1976-2016). Task: Predict the reactants needed to synthesize the given product. (1) Given the product [CH:2]([N:4]1[C:8]2[N:9]=[C:10]([C:18]3[CH:19]=[CH:20][CH:21]=[CH:22][CH:23]=3)[CH:11]=[C:12]([C:13]([NH:27][CH2:28][C:29]3[C:30](=[O:39])[NH:31][C:32]([CH3:38])=[CH:33][C:34]=3[CH2:35][CH2:36][CH3:37])=[O:14])[C:7]=2[CH:6]=[N:5]1)([CH3:1])[CH3:3], predict the reactants needed to synthesize it. The reactants are: [CH3:1][CH:2]([N:4]1[C:8]2[N:9]=[C:10]([C:18]3[CH:23]=[CH:22][CH:21]=[CH:20][CH:19]=3)[CH:11]=[C:12]([C:13](OCC)=[O:14])[C:7]=2[CH:6]=[N:5]1)[CH3:3].[OH-].[Na+].[Al].[NH2:27][CH2:28][C:29]1[C:30](=[O:39])[NH:31][C:32]([CH3:38])=[CH:33][C:34]=1[CH2:35][CH2:36][CH3:37].Cl.CN(C)CCCN=C=NCC.O.N1C2C(=NC=CC=2)N(O)N=1.CN1CCOCC1.C([O-])([O-])=O.[Na+].[Na+]. (2) Given the product [NH2:1][C:2]1[N:7]=[C:6]([NH:42][C@@H:43]([CH2:47][CH2:48][CH3:49])[CH2:44][CH2:45][OH:46])[C:5]([CH2:21][C:22]2[CH:38]=[CH:37][C:25]([CH2:26][N:27]([CH2:31][C:32]([O:34][CH2:35][CH3:36])=[O:33])[C:28](=[O:30])[CH3:29])=[CH:24][C:23]=2[O:39][CH3:40])=[C:4]([CH3:41])[N:3]=1, predict the reactants needed to synthesize it. The reactants are: [NH2:1][C:2]1[N:7]=[C:6](OS(C2C(C)=CC(C)=CC=2C)(=O)=O)[C:5]([CH2:21][C:22]2[CH:38]=[CH:37][C:25]([CH2:26][N:27]([CH2:31][C:32]([O:34][CH2:35][CH3:36])=[O:33])[C:28](=[O:30])[CH3:29])=[CH:24][C:23]=2[O:39][CH3:40])=[C:4]([CH3:41])[N:3]=1.[NH2:42][C@@H:43]([CH2:47][CH2:48][CH3:49])[CH2:44][CH2:45][OH:46].